Dataset: Full USPTO retrosynthesis dataset with 1.9M reactions from patents (1976-2016). Task: Predict the reactants needed to synthesize the given product. (1) Given the product [OH:12][C:11]1[C:6]2[NH:5][C:3](=[O:4])[CH2:2][O:13][C:7]=2[CH:8]=[CH:9][CH:10]=1, predict the reactants needed to synthesize it. The reactants are: Cl[CH2:2][C:3]([NH:5][C:6]1[C:11]([OH:12])=[CH:10][CH:9]=[CH:8][C:7]=1[OH:13])=[O:4].C(=O)([O-])[O-].[K+].[K+].O. (2) Given the product [C:10]([O:14][C:15]([N:2]1[CH2:8][CH2:7][CH2:6][C:5](=[O:9])[CH2:4][CH2:3]1)=[O:16])([CH3:13])([CH3:12])[CH3:11], predict the reactants needed to synthesize it. The reactants are: Cl.[NH:2]1[CH2:8][CH2:7][CH2:6][C:5](=[O:9])[CH2:4][CH2:3]1.[C:10]([O:14][C:15](O[C:15]([O:14][C:10]([CH3:13])([CH3:12])[CH3:11])=[O:16])=[O:16])([CH3:13])([CH3:12])[CH3:11].C(=O)([O-])[O-].[Na+].[Na+]. (3) The reactants are: [Cl:1][C:2]1[CH:7]=[CH:6][CH:5]=[C:4]([CH3:8])[C:3]=1[NH2:9].OS(O)(=O)=O.[N:15]([O-])=O.[Na+].C([O-])(=O)C.[Na+]. Given the product [Cl:1][C:2]1[CH:7]=[CH:6][CH:5]=[C:4]2[C:3]=1[NH:9][N:15]=[CH:8]2, predict the reactants needed to synthesize it. (4) Given the product [Br:1][C:2]1[CH:10]=[C:9]2[C:8]3=[C:4]([CH2:5][CH2:6][N:7]3[C:11](=[O:21])[CH2:12][CH:13]2[C:14]2[CH:19]=[CH:18][CH:17]=[C:16]([Cl:20])[CH:15]=2)[CH:3]=1, predict the reactants needed to synthesize it. The reactants are: [Br:1][C:2]1[CH:3]=[C:4]2[C:8](=[CH:9][CH:10]=1)[N:7]([C:11](=[O:21])/[CH:12]=[CH:13]/[C:14]1[CH:19]=[CH:18][CH:17]=[C:16]([Cl:20])[CH:15]=1)[CH2:6][CH2:5]2.[NH4+].[OH-]. (5) Given the product [O:4]=[CH:5][C@H:6]([C@H:8]([C@@H:10]([C@@H:12]([CH2:14][OH:15])[OH:13])[OH:11])[OH:9])[OH:7], predict the reactants needed to synthesize it. The reactants are: [N-]=C=S.[O:4]=[CH:5][C@H:6]([C@H:8]([C@@H:10]([C@@H:12]([CH2:14][OH:15])[OH:13])[OH:11])[OH:9])[OH:7].CN1CCOCC1. (6) Given the product [Cl:25][C:26]1[C:34]([O:35][C:36]([C:39]#[N:40])([CH3:37])[CH3:38])=[CH:33][CH:32]=[CH:31][C:27]=1[C:28]([NH:1][C:2]1[CH:3]=[C:4]([O:5][C:6]2[N:11]=[C:10]3[S:12][C:13]([NH:15][C:16]([CH:18]4[CH2:20][CH2:19]4)=[O:17])=[N:14][C:9]3=[CH:8][CH:7]=2)[CH:21]=[CH:22][C:23]=1[Cl:24])=[O:29], predict the reactants needed to synthesize it. The reactants are: [NH2:1][C:2]1[CH:3]=[C:4]([CH:21]=[CH:22][C:23]=1[Cl:24])[O:5][C:6]1[N:11]=[C:10]2[S:12][C:13]([NH:15][C:16]([CH:18]3[CH2:20][CH2:19]3)=[O:17])=[N:14][C:9]2=[CH:8][CH:7]=1.[Cl:25][C:26]1[C:34]([O:35][C:36]([C:39]#[N:40])([CH3:38])[CH3:37])=[CH:33][CH:32]=[CH:31][C:27]=1[C:28](O)=[O:29].F[P-](F)(F)(F)(F)F.N1(OC(N(C)C)=[N+](C)C)C2N=CC=CC=2N=N1.C(OCC)(=O)C.